This data is from Forward reaction prediction with 1.9M reactions from USPTO patents (1976-2016). The task is: Predict the product of the given reaction. (1) Given the reactants [CH2:1]([N:5]([CH2:16][CH2:17][CH2:18][CH3:19])[C:6]1[CH:13]=[CH:12][C:9]([CH:10]=O)=[C:8]([O:14][CH3:15])[CH:7]=1)[CH2:2][CH2:3][CH3:4].[C:20]([C:22]1[C:23](=[C:30]([C:33]#[N:34])[C:31]#[N:32])[O:24][C:25]([CH3:29])([CH3:28])[C:26]=1[CH3:27])#[N:21].C([O-])(=O)C.[NH4+], predict the reaction product. The product is: [CH2:1]([N:5]([CH2:16][CH2:17][CH2:18][CH3:19])[C:6]1[CH:13]=[CH:12][C:9]([CH:10]=[CH:27][C:26]2[C:25]([CH3:28])([CH3:29])[O:24][C:23](=[C:30]([C:31]#[N:32])[C:33]#[N:34])[C:22]=2[C:20]#[N:21])=[C:8]([O:14][CH3:15])[CH:7]=1)[CH2:2][CH2:3][CH3:4]. (2) Given the reactants [NH2:1][C:2]1[CH:3]=[C:4]([C:12]2[CH:17]=[CH:16][CH:15]=[CH:14][CH:13]=2)[CH:5]=[C:6]([O:10][CH3:11])[C:7]=1[C:8]#[N:9].[OH-:18].[K+].Cl, predict the reaction product. The product is: [NH2:1][C:2]1[CH:3]=[C:4]([C:12]2[CH:17]=[CH:16][CH:15]=[CH:14][CH:13]=2)[CH:5]=[C:6]([O:10][CH3:11])[C:7]=1[C:8]([NH2:9])=[O:18]. (3) Given the reactants [CH3:1][O:2][CH2:3][N:4]1[C:13]2[CH:14]=[CH:15][C:16]([CH2:18][CH2:19][CH:20]=O)=[CH:17][C:12]=2[C:11]2[N:10]=[CH:9][CH:8]=[CH:7][C:6]=2[C:5]1=[O:22].[CH3:23][NH:24][CH3:25].C([BH3-])#N.[Na+].Cl, predict the reaction product. The product is: [CH3:23][N:24]([CH3:25])[CH2:20][CH2:19][CH2:18][C:16]1[CH:15]=[CH:14][C:13]2[N:4]([CH2:3][O:2][CH3:1])[C:5](=[O:22])[C:6]3[CH:7]=[CH:8][CH:9]=[N:10][C:11]=3[C:12]=2[CH:17]=1. (4) Given the reactants Br[C:2]1[CH:7]=[CH:6][C:5]([C:8]2[N:9]=[N:10][N:11]([CH3:25])[C:12]=2[NH:13][C:14](=[O:24])[O:15][C@@H:16]([C:18]2[CH:23]=[CH:22][CH:21]=[CH:20][CH:19]=2)[CH3:17])=[CH:4][CH:3]=1.[CH2:26]([O:28][C:29]([C:31]1([C:36]2[CH:41]=[CH:40][CH:39]=[C:38](B3OC(C)(C)C(C)(C)O3)[CH:37]=2)[CH2:33][CH:32]1CC)=[O:30])[CH3:27].C1(P(C2CCCCC2)C2C=CC=CC=2C2C(OC)=CC=CC=2OC)CCCCC1.[O-]P([O-])([O-])=O.[K+].[K+].[K+], predict the reaction product. The product is: [CH2:26]([O:28][C:29]([C:31]1([C:36]2[CH:37]=[C:38]([C:2]3[CH:7]=[CH:6][C:5]([C:8]4[N:9]=[N:10][N:11]([CH3:25])[C:12]=4[NH:13][C:14]([O:15][C@@H:16]([C:18]4[CH:23]=[CH:22][CH:21]=[CH:20][CH:19]=4)[CH3:17])=[O:24])=[CH:4][CH:3]=3)[CH:39]=[CH:40][CH:41]=2)[CH2:32][CH2:33]1)=[O:30])[CH3:27]. (5) Given the reactants [CH2:1]([N:3]1[C:12]2[C:7](=[C:8]([F:33])[C:9]([O:23][CH2:24][C:25]3[CH:30]=[CH:29][C:28]([O:31][CH3:32])=[CH:27][CH:26]=3)=[C:10]([O:13][CH2:14][C:15]3[CH:20]=[CH:19][C:18]([O:21][CH3:22])=[CH:17][CH:16]=3)[CH:11]=2)[C:6](=[O:34])[C:5]([C:35](O)=[O:36])=[CH:4]1)[CH3:2].ClC(OCC(C)C)=O.CC(C[AlH]CC(C)C)C, predict the reaction product. The product is: [CH2:1]([N:3]1[C:12]2[C:7](=[C:8]([F:33])[C:9]([O:23][CH2:24][C:25]3[CH:26]=[CH:27][C:28]([O:31][CH3:32])=[CH:29][CH:30]=3)=[C:10]([O:13][CH2:14][C:15]3[CH:16]=[CH:17][C:18]([O:21][CH3:22])=[CH:19][CH:20]=3)[CH:11]=2)[C:6](=[O:34])[C:5]([CH2:35][OH:36])=[CH:4]1)[CH3:2].